This data is from Forward reaction prediction with 1.9M reactions from USPTO patents (1976-2016). The task is: Predict the product of the given reaction. (1) Given the reactants [O:1]1[CH2:6][CH2:5][N:4]([CH2:7][CH2:8][CH2:9][OH:10])[CH2:3][CH2:2]1.CCN(C(C)C)C(C)C.[S:20](Cl)([CH3:23])(=[O:22])=[O:21], predict the reaction product. The product is: [CH3:23][S:20]([O:10][CH2:9][CH2:8][CH2:7][N:4]1[CH2:5][CH2:6][O:1][CH2:2][CH2:3]1)(=[O:22])=[O:21]. (2) Given the reactants [N:1]1[C:10]2[C:5](=[CH:6][CH:7]=[CH:8][CH:9]=2)[C:4](=[O:11])[NH:3][CH:2]=1.[H-].[Na+].[N+:14]([C:17]1[CH:18]=[C:19]([CH:24]=[CH:25][CH:26]=1)[C:20](=[O:23])[CH2:21]Br)([O-:16])=[O:15], predict the reaction product. The product is: [N+:14]([C:17]1[CH:18]=[C:19]([C:20](=[O:23])[CH2:21][N:3]2[C:4](=[O:11])[C:5]3[C:10](=[CH:9][CH:8]=[CH:7][CH:6]=3)[N:1]=[CH:2]2)[CH:24]=[CH:25][CH:26]=1)([O-:16])=[O:15]. (3) Given the reactants [Cl:1][C:2]1[CH:7]=[CH:6][C:5]([CH2:8][CH:9]([NH:14][CH:15]=O)[C:10]2([CH3:13])[CH2:12][CH2:11]2)=[CH:4][C:3]=1[O:17][CH2:18][CH2:19][CH2:20][O:21][CH3:22].O=P(Cl)(Cl)Cl, predict the reaction product. The product is: [Cl:1][C:2]1[CH:7]=[C:6]2[C:5]([CH2:8][CH:9]([C:10]3([CH3:13])[CH2:12][CH2:11]3)[N:14]=[CH:15]2)=[CH:4][C:3]=1[O:17][CH2:18][CH2:19][CH2:20][O:21][CH3:22]. (4) Given the reactants [CH2:1]([N:9]1[C:21]2[C:20]3[CH:19]=[CH:18][CH:17]=[CH:16][C:15]=3[N:14]=[CH:13][C:12]=2[N:11]=[CH:10]1)[CH2:2][CH2:3][CH2:4]CCCC.ClC1C([N+]([O-])=O)=C(Cl)C2C(=CC=CC=2)N=1.[CH2:37]([O:47]CCCCN)[CH2:38][CH2:39][CH2:40][CH2:41][CH2:42][CH2:43][CH2:44][CH2:45][CH3:46], predict the reaction product. The product is: [CH2:37]([O:47][CH2:4][CH2:3][CH2:2][CH2:1][N:9]1[C:21]2[C:20]3[CH:19]=[CH:18][CH:17]=[CH:16][C:15]=3[N:14]=[CH:13][C:12]=2[N:11]=[CH:10]1)[CH2:38][CH2:39][CH2:40][CH2:41][CH2:42][CH2:43][CH2:44][CH2:45][CH3:46]. (5) Given the reactants Br[C:2]1[CH:7]=[CH:6][C:5]([N+:8]([O-:10])=[O:9])=[CH:4][C:3]=1[C:11]([F:14])([F:13])[F:12].[CH2:15]([OH:18])[CH:16]=[CH2:17].C(N(CC)CC)C, predict the reaction product. The product is: [N+:8]([C:5]1[CH:6]=[CH:7][C:2]([CH2:17][CH2:16][CH:15]=[O:18])=[C:3]([C:11]([F:14])([F:13])[F:12])[CH:4]=1)([O-:10])=[O:9]. (6) Given the reactants [F:1][C:2]1[CH:7]=[C:6]([I:8])[CH:5]=[CH:4][C:3]=1[NH:9][C:10]1[C:18]([C:19](O)=[O:20])=[CH:17][CH:16]=[C:15]2[C:11]=1[CH:12]=[N:13][NH:14]2.[CH3:22][C:23]1([CH3:31])[O:27][C@@H:26]([CH2:28][O:29][NH2:30])[CH2:25][O:24]1.CCN=C=NCCCN(C)C.C1C=CC2N(O)N=NC=2C=1.CCN(C(C)C)C(C)C, predict the reaction product. The product is: [CH3:22][C:23]1([CH3:31])[O:27][C@@H:26]([CH2:28][O:29][NH:30][C:19]([C:18]2[C:10]([NH:9][C:3]3[CH:4]=[CH:5][C:6]([I:8])=[CH:7][C:2]=3[F:1])=[C:11]3[C:15](=[CH:16][CH:17]=2)[NH:14][N:13]=[CH:12]3)=[O:20])[CH2:25][O:24]1. (7) Given the reactants F[P-](F)(F)(F)(F)F.N1([O:17]C(N(C)C)=[N+](C)C)C2N=CC=CC=2N=N1.O[C:26]1[CH:27]=[CH:28][C:29]([CH2:58][C:59](O)=[O:60])=[N:30][C:31]=1[C:32]1[CH:33]=[C:34]2[C:40]([C:41]3[CH:46]=[CH:45][CH:44]=[CH:43][C:42]=3[O:47][CH3:48])=[N:39][N:38](CCOCC[Si](C)(C)C)[C:35]2=[N:36][CH:37]=1.[CH3:62][NH:63][CH3:64].C(N(C(C)C)CC)(C)C, predict the reaction product. The product is: [OH:17][CH:58]([C:29]1[CH:28]=[CH:27][CH:26]=[C:31]([C:32]2[CH:33]=[C:34]3[C:40]([C:41]4[CH:46]=[CH:45][CH:44]=[CH:43][C:42]=4[O:47][CH3:48])=[N:39][NH:38][C:35]3=[N:36][CH:37]=2)[N:30]=1)[C:59]([N:63]([CH3:64])[CH3:62])=[O:60].